From a dataset of Forward reaction prediction with 1.9M reactions from USPTO patents (1976-2016). Predict the product of the given reaction. (1) Given the reactants [CH3:1][N:2]([CH3:18])[CH2:3][CH2:4][CH2:5][NH:6][C:7]([C:9]1[N:10]([CH3:17])[CH:11]=[C:12]([N+:14]([O-])=O)[CH:13]=1)=[O:8].[CH3:19][N:20]1[CH:24]=[C:23]([N+:25]([O-:27])=[O:26])[CH:22]=[C:21]1[C:28](Cl)=[O:29], predict the reaction product. The product is: [CH3:17][N:10]1[CH:11]=[C:12]([NH:14][C:28]([C:21]2[N:20]([CH3:19])[CH:24]=[C:23]([N+:25]([O-:27])=[O:26])[CH:22]=2)=[O:29])[CH:13]=[C:9]1[C:7]([NH:6][CH2:5][CH2:4][CH2:3][N:2]([CH3:1])[CH3:18])=[O:8]. (2) Given the reactants C(NCC1SC(C2C=C3C(=C(C(N)=O)C=2)NC=C3[CH:22]2[CH2:27][CH2:26][N:25](S(CC)(=O)=O)CC2)=CC=1)C.[CH:33]([C:35]1[S:39][C:38]([B:40]([OH:42])[OH:41])=[CH:37][CH:36]=1)=O.C1(N)CC1.[BH3-]C#N.[Na+], predict the reaction product. The product is: [CH:26]1([NH:25][CH2:33][C:35]2[S:39][C:38]([B:40]([OH:42])[OH:41])=[CH:37][CH:36]=2)[CH2:22][CH2:27]1. (3) The product is: [O:1]=[C:2]1[C:10]2([CH2:14][O:13][C:12]3[CH:15]=[C:16]4[C:20](=[CH:21][C:11]2=3)[CH2:19][CH2:18][O:17]4)[C:9]2[C:4](=[CH:5][CH:6]=[CH:7][CH:8]=2)[N:3]1[CH2:22][C:23]1[CH:24]=[C:25]([CH:33]=[CH:34][CH:35]=1)[O:26][CH2:27][C:28]([OH:30])=[O:29]. Given the reactants [O:1]=[C:2]1[C:10]2([CH2:14][O:13][C:12]3[CH:15]=[C:16]4[C:20](=[CH:21][C:11]2=3)[CH2:19][CH2:18][O:17]4)[C:9]2[C:4](=[CH:5][CH:6]=[CH:7][CH:8]=2)[N:3]1[CH2:22][C:23]1[CH:24]=[C:25]([CH:33]=[CH:34][CH:35]=1)[O:26][CH2:27][C:28]([O:30]CC)=[O:29].O.[OH-].[Li+], predict the reaction product.